From a dataset of HIV replication inhibition screening data with 41,000+ compounds from the AIDS Antiviral Screen. Binary Classification. Given a drug SMILES string, predict its activity (active/inactive) in a high-throughput screening assay against a specified biological target. The compound is CC(NC(=O)OC1C2C=CC(O)C1CC2)c1ccccc1. The result is 0 (inactive).